This data is from Catalyst prediction with 721,799 reactions and 888 catalyst types from USPTO. The task is: Predict which catalyst facilitates the given reaction. (1) Reactant: [NH:1]1[CH2:6][CH2:5][CH:4]([C:7]2[CH:15]=[CH:14][CH:13]=[C:12]3[C:8]=2[CH2:9][C:10](=[O:16])[NH:11]3)[CH2:3][CH2:2]1.[CH:17]([C:19]1[NH:20][C:21]([CH3:39])=[C:22]([S:29]([C:32]2[CH:37]=[CH:36][C:35]([CH3:38])=[CH:34][CH:33]=2)(=[O:31])=[O:30])[C:23]=1[CH2:24][CH2:25][C:26]([OH:28])=[O:27])=O.N1CCCCC1. Product: [CH3:39][C:21]1[NH:20][C:19](/[CH:17]=[C:9]2\[C:10](=[O:16])[NH:11][C:12]3[C:8]\2=[C:7]([CH:4]2[CH2:3][CH2:2][NH:1][CH2:6][CH2:5]2)[CH:15]=[CH:14][CH:13]=3)=[C:23]([CH2:24][CH2:25][C:26]([OH:28])=[O:27])[C:22]=1[S:29]([C:32]1[CH:37]=[CH:36][C:35]([CH3:38])=[CH:34][CH:33]=1)(=[O:31])=[O:30]. The catalyst class is: 8. (2) The catalyst class is: 3. Product: [Cl:29][C:28]1[CH:27]=[CH:26][C:21]([C:22]([O:24][CH3:25])=[O:23])=[CH:20][C:19]=1[NH:18][C:13]([C:11]1[C:10](=[O:16])[NH:9][C:7]2[N:8]=[C:3]([O:2][CH3:1])[N:4]=[C:5]([CH3:17])[C:6]=2[CH:12]=1)=[O:15]. Reactant: [CH3:1][O:2][C:3]1[N:4]=[C:5]([CH3:17])[C:6]2[CH:12]=[C:11]([C:13]([OH:15])=O)[C:10](=[O:16])[NH:9][C:7]=2[N:8]=1.[NH2:18][C:19]1[CH:20]=[C:21]([CH:26]=[CH:27][C:28]=1[Cl:29])[C:22]([O:24][CH3:25])=[O:23].C(N(CC)CC)C.CN(C(ON1N=NC2C=CC=NC1=2)=[N+](C)C)C.F[P-](F)(F)(F)(F)F. (3) Reactant: [F:1][C:2]1[CH:11]=[CH:10][C:5]([C:6]([O:8][CH3:9])=[O:7])=[C:4]([O:12][CH2:13][C:14]#[CH:15])[CH:3]=1.C(N(CC)C1C=CC=CC=1)C. Product: [F:1][C:2]1[CH:11]=[CH:10][C:5]([C:6]([O:8][CH3:9])=[O:7])=[C:4]2[C:3]=1[CH:15]=[CH:14][CH2:13][O:12]2. The catalyst class is: 25. (4) Reactant: [CH3:1][C:2]1[CH:3]=[CH:4][C:5]([N+:22]([O-])=O)=[C:6]([S:8]([NH:11][C:12]2[CH:13]=[CH:14][CH:15]=[C:16]3[C:21]=2[N:20]=[CH:19][CH:18]=[CH:17]3)(=[O:10])=[O:9])[CH:7]=1.Cl[Sn]Cl. Product: [NH2:22][C:5]1[CH:4]=[CH:3][C:2]([CH3:1])=[CH:7][C:6]=1[S:8]([NH:11][C:12]1[CH:13]=[CH:14][CH:15]=[C:16]2[C:21]=1[N:20]=[CH:19][CH:18]=[CH:17]2)(=[O:10])=[O:9]. The catalyst class is: 422. (5) Reactant: C(OC([N:8]1[CH2:13][CH2:12][N:11]([C:14]2[N:19]=[CH:18][C:17]([NH:20][C:21](=[O:26])[C:22]([O:24][CH3:25])=[O:23])=[CH:16][N:15]=2)[CH2:10][CH2:9]1)=O)(C)(C)C.[ClH:27]. Product: [ClH:27].[CH3:25][O:24][C:22](=[O:23])[C:21]([NH:20][C:17]1[CH:16]=[N:15][C:14]([N:11]2[CH2:10][CH2:9][NH:8][CH2:13][CH2:12]2)=[N:19][CH:18]=1)=[O:26]. The catalyst class is: 12. (6) Reactant: [NH:1]1[CH2:6][CH2:5][O:4][CH:3]([CH2:7][NH:8][C:9]2[CH:14]=[CH:13][C:12]([S:15]([NH2:18])(=[O:17])=[O:16])=[CH:11][C:10]=2[N+:19]([O-:21])=[O:20])[CH2:2]1.C(N(C(C)C)C(C)C)C.[C:31](OC(=O)C)(=[O:33])[CH3:32]. Product: [C:31]([N:1]1[CH2:6][CH2:5][O:4][CH:3]([CH2:7][NH:8][C:9]2[CH:14]=[CH:13][C:12]([S:15]([NH2:18])(=[O:16])=[O:17])=[CH:11][C:10]=2[N+:19]([O-:21])=[O:20])[CH2:2]1)(=[O:33])[CH3:32]. The catalyst class is: 120. (7) Reactant: [NH2:1][C:2]1[S:3][CH2:4][C@@H:5]2[C@@H:10]([C:11]([F:14])([F:13])[CH3:12])[O:9][CH2:8][C@:6]2([C:15]2[CH:16]=[C:17]([NH:22][C:23]([C:25]3[CH:30]=[N:29][C:28]([N:31]4[CH:35]=[N:34][CH:33]=[N:32]4)=[CH:27][N:26]=3)=[O:24])[CH:18]=[CH:19][C:20]=2[F:21])[N:7]=1.[C:36]([OH:42])(=[O:41])[CH2:37][C:38]([OH:40])=[O:39]. Product: [C:36]([OH:42])(=[O:41])[CH2:37][C:38]([OH:40])=[O:39].[NH2:1][C:2]1[S:3][CH2:4][C@@H:5]2[C@@H:10]([C:11]([F:13])([F:14])[CH3:12])[O:9][CH2:8][C@:6]2([C:15]2[CH:16]=[C:17]([NH:22][C:23]([C:25]3[CH:30]=[N:29][C:28]([N:31]4[CH:35]=[N:34][CH:33]=[N:32]4)=[CH:27][N:26]=3)=[O:24])[CH:18]=[CH:19][C:20]=2[F:21])[N:7]=1. The catalyst class is: 40. (8) Reactant: [Cl:1][C:2]1[N:10]=[C:9]([Cl:11])[CH:8]=[CH:7][C:3]=1[C:4]([OH:6])=O.N1C(Cl)=NC(Cl)=NC=1Cl.[CH3:21][O:22][C:23]1[CH:29]=[CH:28][C:26]([NH2:27])=[C:25]([N+:30]([O-:32])=[O:31])[CH:24]=1.C(N(CC)CC)C. Product: [Cl:1][C:2]1[C:3]([C:4]([NH:27][C:26]2[CH:28]=[CH:29][C:23]([O:22][CH3:21])=[CH:24][C:25]=2[N+:30]([O-:32])=[O:31])=[O:6])=[CH:7][CH:8]=[C:9]([Cl:11])[N:10]=1. The catalyst class is: 124. (9) Product: [O:51]=[C:45]1[CH:44]([N:38]2[C:37](=[O:52])[C:36]3[C:40](=[CH:41][CH:42]=[C:34]([CH2:33][NH:32][C:12]([C:9]4[CH:8]=[CH:7][C:6]([S:3]([CH2:1][CH3:2])(=[O:4])=[O:5])=[CH:11][N:10]=4)=[O:14])[CH:35]=3)[C:39]2=[O:43])[CH2:49][CH2:48][C:47](=[O:50])[NH:46]1. Reactant: [CH2:1]([S:3]([C:6]1[CH:7]=[CH:8][C:9]([C:12]([OH:14])=O)=[N:10][CH:11]=1)(=[O:5])=[O:4])[CH3:2].C1N=CN(C(N2C=NC=C2)=O)C=1.CS(O)(=O)=O.[NH2:32][CH2:33][C:34]1[CH:35]=[C:36]2[C:40](=[CH:41][CH:42]=1)[C:39](=[O:43])[N:38]([CH:44]1[CH2:49][CH2:48][C:47](=[O:50])[NH:46][C:45]1=[O:51])[C:37]2=[O:52].CCOC(C)=O. The catalyst class is: 9.